Dataset: Catalyst prediction with 721,799 reactions and 888 catalyst types from USPTO. Task: Predict which catalyst facilitates the given reaction. (1) Reactant: B(Br)(Br)Br.C[O:6][C:7]1[CH:35]=[CH:34][C:10]([C:11]([NH:13][NH:14][C:15]([C:17]2[O:18][CH:19]=[C:20]([C:28]3[CH:33]=[CH:32][CH:31]=[CH:30][CH:29]=3)[C:21]=2[C:22]2[CH:27]=[CH:26][CH:25]=[CH:24][CH:23]=2)=[O:16])=[O:12])=[CH:9][C:8]=1[NH:36][S:37]([CH3:40])(=[O:39])=[O:38].[OH-].[Na+].Cl. Product: [OH:6][C:7]1[CH:35]=[CH:34][C:10]([C:11]([NH:13][NH:14][C:15]([C:17]2[O:18][CH:19]=[C:20]([C:28]3[CH:33]=[CH:32][CH:31]=[CH:30][CH:29]=3)[C:21]=2[C:22]2[CH:23]=[CH:24][CH:25]=[CH:26][CH:27]=2)=[O:16])=[O:12])=[CH:9][C:8]=1[NH:36][S:37]([CH3:40])(=[O:39])=[O:38]. The catalyst class is: 452. (2) Reactant: [C:1]([O:5][C:6]([N:8]1[CH2:12][C@@H:11]([CH2:13][N:14]([CH:31]([CH3:33])[CH3:32])[C:15](=[O:30])[C:16]2[CH:21]=[CH:20][C:19]([O:22][CH3:23])=[C:18]([O:24][CH2:25][CH2:26][CH2:27][O:28][CH3:29])[CH:17]=2)[C@H:10]([NH2:34])[CH2:9]1)=[O:7])([CH3:4])([CH3:3])[CH3:2].[CH2:35]([S:42](Cl)(=[O:44])=[O:43])[C:36]1[CH:41]=[CH:40][CH:39]=[CH:38][CH:37]=1.C(N(CC)CC)C.C([O-])(O)=O.[Na+]. Product: [C:1]([O:5][C:6]([N:8]1[CH2:9][C@@H:10]([NH:34][S:42]([CH2:35][C:36]2[CH:41]=[CH:40][CH:39]=[CH:38][CH:37]=2)(=[O:44])=[O:43])[C@H:11]([CH2:13][N:14]([CH:31]([CH3:32])[CH3:33])[C:15](=[O:30])[C:16]2[CH:21]=[CH:20][C:19]([O:22][CH3:23])=[C:18]([O:24][CH2:25][CH2:26][CH2:27][O:28][CH3:29])[CH:17]=2)[CH2:12]1)=[O:7])([CH3:3])([CH3:4])[CH3:2]. The catalyst class is: 2.